This data is from Full USPTO retrosynthesis dataset with 1.9M reactions from patents (1976-2016). The task is: Predict the reactants needed to synthesize the given product. (1) Given the product [O:29]=[C:27]1[NH:26][C:25](=[O:30])[CH:24]([CH2:23][C:20]2[CH:19]=[CH:18][C:17]([C:13]3[CH:14]=[CH:15][CH:16]=[C:11]([CH2:10][N:9]([CH3:8])[C:36](=[O:37])[C:35]4[CH:39]=[CH:40][CH:41]=[C:33]([O:32][CH3:31])[CH:34]=4)[CH:12]=3)=[CH:22][CH:21]=2)[S:28]1, predict the reactants needed to synthesize it. The reactants are: FC(F)(F)C(O)=O.[CH3:8][NH:9][CH2:10][C:11]1[CH:12]=[C:13]([C:17]2[CH:22]=[CH:21][C:20]([CH2:23][CH:24]3[S:28][C:27](=[O:29])[NH:26][C:25]3=[O:30])=[CH:19][CH:18]=2)[CH:14]=[CH:15][CH:16]=1.[CH3:31][O:32][C:33]1[CH:34]=[C:35]([CH:39]=[CH:40][CH:41]=1)[C:36](Cl)=[O:37]. (2) Given the product [CH:24]1([S:21]([C:8]2([C:6]3[CH:5]=[C:4]([N:27]4[CH2:32][CH2:31][O:30][CH2:29][C@H:28]4[CH3:33])[N:3]=[C:2]([C:44]4[CH:45]=[CH:46][CH:47]=[C:48]5[C:43]=4[CH:42]=[CH:41][NH:40]5)[N:7]=3)[CH2:9][CH2:10][NH:11][CH2:12][CH2:13]2)(=[O:22])=[O:23])[CH2:25][CH2:26]1, predict the reactants needed to synthesize it. The reactants are: Cl[C:2]1[N:7]=[C:6]([C:8]2([S:21]([CH:24]3[CH2:26][CH2:25]3)(=[O:23])=[O:22])[CH2:13][CH2:12][N:11](C(OC(C)(C)C)=O)[CH2:10][CH2:9]2)[CH:5]=[C:4]([N:27]2[CH2:32][CH2:31][O:30][CH2:29][C@H:28]2[CH3:33])[N:3]=1.C(=O)([O-])[O-].[Na+].[Na+].[NH:40]1[C:48]2[C:43](=[C:44](B(O)O)[CH:45]=[CH:46][CH:47]=2)[CH:42]=[CH:41]1. (3) Given the product [C:1]([C:3]1[CH:8]=[CH:7][C:6]([CH2:9][O:10][C:11]2[N:15]([C:16]3[CH:21]=[C:20]([C:22]([OH:24])=[O:23])[CH:19]=[CH:18][N:17]=3)[N:14]=[CH:13][CH:12]=2)=[C:5]([CH3:26])[CH:4]=1)#[N:2], predict the reactants needed to synthesize it. The reactants are: [C:1]([C:3]1[CH:8]=[CH:7][C:6]([CH2:9][O:10][C:11]2[N:15]([C:16]3[CH:21]=[C:20]([C:22]([O:24]C)=[O:23])[CH:19]=[CH:18][N:17]=3)[N:14]=[CH:13][CH:12]=2)=[C:5]([CH3:26])[CH:4]=1)#[N:2].O[Li].O.C1COCC1. (4) Given the product [F:1][C:2]1[CH:3]=[C:4]([CH:40]=[CH:41][C:42]=1[O:43][CH2:50][CH3:51])[CH2:5][C:6]1[C:7]([O:15][C@:16]2([O:34][C@H:33]([CH2:35][O:36][C:37](=[O:39])[CH3:38])[C@@H:28]([O:29][C:30](=[O:32])[CH3:31])[C@H:23]([O:24][C:25](=[O:27])[CH3:26])[C@H:18]2[O:19][C:20](=[O:22])[CH3:21])[OH:17])=[N:8][N:9]([CH:12]([CH3:13])[CH3:14])[C:10]=1[CH3:11], predict the reactants needed to synthesize it. The reactants are: [F:1][C:2]1[CH:3]=[C:4]([CH:40]=[CH:41][C:42]=1[OH:43])[CH2:5][C:6]1[C:7]([O:15][C@:16]2([O:34][C@H:33]([CH2:35][O:36][C:37](=[O:39])[CH3:38])[C@@H:28]([O:29][C:30](=[O:32])[CH3:31])[C@H:23]([O:24][C:25](=[O:27])[CH3:26])[C@H:18]2[O:19][C:20](=[O:22])[CH3:21])[OH:17])=[N:8][N:9]([CH:12]([CH3:14])[CH3:13])[C:10]=1[CH3:11].C(=O)([O-])[O-].[Cs+].[Cs+].[CH2:50](Br)[CH3:51].P(=O)(O)(O)O. (5) Given the product [O:19]1[CH2:20][CH2:21][N:22]([C:25]2[CH:26]=[CH:27][C:28]([NH:29][C:2]3[N:7]=[C:6]([S:8][C:9]4[CH:18]=[CH:17][C:12]([C:13]([O:15][CH3:16])=[O:14])=[CH:11][CH:10]=4)[CH:5]=[CH:4][N:3]=3)=[CH:30][CH:31]=2)[CH2:23][CH2:24]1, predict the reactants needed to synthesize it. The reactants are: Cl[C:2]1[N:7]=[C:6]([S:8][C:9]2[CH:18]=[CH:17][C:12]([C:13]([O:15][CH3:16])=[O:14])=[CH:11][CH:10]=2)[CH:5]=[CH:4][N:3]=1.[O:19]1[CH2:24][CH2:23][N:22]([C:25]2[CH:31]=[CH:30][C:28]([NH2:29])=[CH:27][CH:26]=2)[CH2:21][CH2:20]1.O.C1(C)C=CC(S(O)(=O)=O)=CC=1.O. (6) The reactants are: [N+:1]([C:4]1[C:12]2[O:11][C:10]([C:13]([O:15]C)=[O:14])=[CH:9][C:8]=2[CH:7]=[CH:6][CH:5]=1)([O-:3])=[O:2].[OH-].[K+]. Given the product [N+:1]([C:4]1[C:12]2[O:11][C:10]([C:13]([OH:15])=[O:14])=[CH:9][C:8]=2[CH:7]=[CH:6][CH:5]=1)([O-:3])=[O:2], predict the reactants needed to synthesize it. (7) Given the product [CH2:18]([N:25]1[CH2:31][CH2:30][CH2:29][N:28]([C:15](=[O:17])[CH2:14][CH:9]2[CH2:10][O:11][CH2:12][CH2:13][N:8]2[C:1]([O:3][C:4]([CH3:5])([CH3:6])[CH3:7])=[O:2])[CH2:27][CH2:26]1)[C:19]1[CH:20]=[CH:21][CH:22]=[CH:23][CH:24]=1, predict the reactants needed to synthesize it. The reactants are: [C:1]([N:8]1[CH2:13][CH2:12][O:11][CH2:10][CH:9]1[CH2:14][C:15]([OH:17])=O)([O:3][C:4]([CH3:7])([CH3:6])[CH3:5])=[O:2].[CH2:18]([N:25]1[CH2:31][CH2:30][CH2:29][NH:28][CH2:27][CH2:26]1)[C:19]1[CH:24]=[CH:23][CH:22]=[CH:21][CH:20]=1.CCN(C(C)C)C(C)C.CN(C(ON1N=NC2C=CC=CC1=2)=[N+](C)C)C.F[P-](F)(F)(F)(F)F.